From a dataset of Catalyst prediction with 721,799 reactions and 888 catalyst types from USPTO. Predict which catalyst facilitates the given reaction. Reactant: [C:1]([C:5]1[CH:33]=[CH:32][C:8]([CH2:9][O:10][C:11]2[CH:16]=[CH:15][C:14]([C:17]3[CH:22]=[CH:21][C:20]([O:23][C:24]([F:27])([F:26])[F:25])=[CH:19][CH:18]=3)=[CH:13][C:12]=2[CH2:28][CH2:29][C:30]#[N:31])=[CH:7][CH:6]=1)([CH3:4])([CH3:3])[CH3:2].[N-:34]=[N+:35]=[N-:36].[Na+].Cl.C(N(CC)CC)C.CN1CCCC1=O. Product: [C:1]([C:5]1[CH:33]=[CH:32][C:8]([CH2:9][O:10][C:11]2[CH:16]=[CH:15][C:14]([C:17]3[CH:22]=[CH:21][C:20]([O:23][C:24]([F:25])([F:26])[F:27])=[CH:19][CH:18]=3)=[CH:13][C:12]=2[CH2:28][CH2:29][C:30]2[NH:36][N:35]=[N:34][N:31]=2)=[CH:7][CH:6]=1)([CH3:4])([CH3:2])[CH3:3]. The catalyst class is: 6.